From a dataset of Forward reaction prediction with 1.9M reactions from USPTO patents (1976-2016). Predict the product of the given reaction. Given the reactants [CH2:1]([NH:4][C:5]1[N:10]=[C:9]([NH:11][CH2:12][CH2:13][CH3:14])[N:8]=[C:7]([N:15]([CH3:20])[O:16][CH2:17][C:18]#[CH:19])[N:6]=1)[CH2:2][CH3:3].[ClH:21].C(OCC)C.Cl.C(NC1N=C(NCCC)N=C(N(CC#C)OC)N=1)CC, predict the reaction product. The product is: [ClH:21].[CH2:1]([NH:4][C:5]1[N:10]=[C:9]([NH:11][CH2:12][CH2:13][CH3:14])[N:8]=[C:7]([N:15]([CH3:20])[O:16][CH2:17][C:18]#[CH:19])[N:6]=1)[CH2:2][CH3:3].